From a dataset of Full USPTO retrosynthesis dataset with 1.9M reactions from patents (1976-2016). Predict the reactants needed to synthesize the given product. (1) The reactants are: [OH:1][CH2:2][C:3]1[C:12]2[C:7](=[CH:8][CH:9]=[CH:10][CH:11]=2)[CH:6]=[C:5]([C:13]#[N:14])[CH:4]=1. Given the product [CH:2]([C:3]1[C:12]2[C:7](=[CH:8][CH:9]=[CH:10][CH:11]=2)[CH:6]=[C:5]([C:13]#[N:14])[CH:4]=1)=[O:1], predict the reactants needed to synthesize it. (2) Given the product [C:38]1([NH:44][C:45](=[O:46])[O:37][CH2:36][CH:33]2[CH2:32][CH2:31][CH:30]([CH2:29][N:8]([CH2:1][C:2]3[CH:3]=[CH:4][CH:5]=[CH:6][CH:7]=3)[S:9]([NH:12][C:13](=[O:28])[C:14]3[CH:19]=[C:18]([C:20]([F:21])([F:22])[F:23])[CH:17]=[C:16]([C:24]([F:25])([F:26])[F:27])[CH:15]=3)(=[O:11])=[O:10])[CH2:35][CH2:34]2)[CH:43]=[CH:42][CH:41]=[CH:40][CH:39]=1, predict the reactants needed to synthesize it. The reactants are: [CH2:1]([N:8]([CH2:29][CH:30]1[CH2:35][CH2:34][CH:33]([CH2:36][OH:37])[CH2:32][CH2:31]1)[S:9]([NH:12][C:13](=[O:28])[C:14]1[CH:19]=[C:18]([C:20]([F:23])([F:22])[F:21])[CH:17]=[C:16]([C:24]([F:27])([F:26])[F:25])[CH:15]=1)(=[O:11])=[O:10])[C:2]1[CH:7]=[CH:6][CH:5]=[CH:4][CH:3]=1.[C:38]1([N:44]=[C:45]=[O:46])[CH:43]=[CH:42][CH:41]=[CH:40][CH:39]=1.